This data is from Full USPTO retrosynthesis dataset with 1.9M reactions from patents (1976-2016). The task is: Predict the reactants needed to synthesize the given product. (1) Given the product [CH2:11]([N:10]1[C:9]2[CH:8]=[CH:7][C:4]([C:5]#[N:6])=[CH:3][C:2]=2[N:1]=[N:15]1)[CH2:12][CH:13]=[CH2:14], predict the reactants needed to synthesize it. The reactants are: [NH2:1][C:2]1[CH:3]=[C:4]([CH:7]=[CH:8][C:9]=1[NH:10][CH2:11][CH2:12][CH:13]=[CH2:14])[C:5]#[N:6].[N:15]([O-])=O.[Na+]. (2) Given the product [Cl:28][C:26]1[CH:27]=[C:22]([S:19]([N:18]([CH2:30][C:31]([O:33][C:34]([CH3:36])([CH3:37])[CH3:35])=[O:32])[C:13]2[C:14]3[C:9](=[C:8]([C:6]4[CH:5]=[CH:4][N:3]=[C:2]([N:38]5[CH2:43][CH2:42][O:41][CH2:40][CH2:39]5)[N:7]=4)[CH:17]=[CH:16][CH:15]=3)[CH:10]=[CH:11][CH:12]=2)(=[O:21])=[O:20])[CH:23]=[C:24]([Cl:29])[CH:25]=1, predict the reactants needed to synthesize it. The reactants are: Cl[C:2]1[N:7]=[C:6]([C:8]2[CH:17]=[CH:16][CH:15]=[C:14]3[C:9]=2[CH:10]=[CH:11][CH:12]=[C:13]3[N:18]([CH2:30][C:31]([O:33][C:34]([CH3:37])([CH3:36])[CH3:35])=[O:32])[S:19]([C:22]2[CH:27]=[C:26]([Cl:28])[CH:25]=[C:24]([Cl:29])[CH:23]=2)(=[O:21])=[O:20])[CH:5]=[CH:4][N:3]=1.[NH:38]1[CH2:43][CH2:42][O:41][CH2:40][CH2:39]1.C(N(C(C)C)CC)(C)C. (3) Given the product [Cl:39][C:36]1[CH:35]=[CH:34][C:33]([CH:24]([N:2]2[CH2:3][CH:4]([CH:6]([C:11]3[CH:12]=[C:13]([N:18]4[CH:19]=[N:20][N:21]=[CH:22]4)[CH:14]=[C:15]([F:17])[CH:16]=3)[C:7]([F:10])([CH3:9])[CH3:8])[CH2:5]2)[C:25]2[CH:26]=[C:27]([CH:30]=[CH:31][CH:32]=2)[C:28]#[N:29])=[CH:38][CH:37]=1, predict the reactants needed to synthesize it. The reactants are: Cl.[NH:2]1[CH2:5][CH:4]([CH:6]([C:11]2[CH:12]=[C:13]([N:18]3[CH:22]=[N:21][N:20]=[CH:19]3)[CH:14]=[C:15]([F:17])[CH:16]=2)[C:7]([F:10])([CH3:9])[CH3:8])[CH2:3]1.Br[CH:24]([C:33]1[CH:38]=[CH:37][C:36]([Cl:39])=[CH:35][CH:34]=1)[C:25]1[CH:26]=[C:27]([CH:30]=[CH:31][CH:32]=1)[C:28]#[N:29].C(N(C(C)C)CC)(C)C. (4) Given the product [CH3:18][N:19]([CH2:21][CH2:22][CH2:23][N:24]1[C:25]2[CH:26]=[CH:27][CH:28]=[CH:29][C:30]=2[CH2:31][CH2:32][C:33]2[CH:38]=[CH:37][CH:36]=[CH:35][C:34]1=2)[CH3:20], predict the reactants needed to synthesize it. The reactants are: OC1C(C(O)=O)=CC2C(C=1)=CC=CC=2.Cl.[OH-].[Na+].[CH3:18][N:19]([CH2:21][CH2:22][CH2:23][N:24]1[C:34]2[CH:35]=[CH:36][CH:37]=[CH:38][C:33]=2[CH2:32][CH2:31][C:30]2[CH:29]=[CH:28][CH:27]=[CH:26][C:25]1=2)[CH3:20].Cl. (5) Given the product [F:18][C:3]1[C:2]([B:19]2[O:23][C:22]([CH3:25])([CH3:24])[C:21]([CH3:27])([CH3:26])[O:20]2)=[CH:7][CH:6]=[CH:5][C:4]=1[C@H:8]([NH:10][C:11](=[O:17])[O:12][C:13]([CH3:16])([CH3:15])[CH3:14])[CH3:9], predict the reactants needed to synthesize it. The reactants are: Cl[C:2]1[C:3]([F:18])=[C:4]([C@H:8]([NH:10][C:11](=[O:17])[O:12][C:13]([CH3:16])([CH3:15])[CH3:14])[CH3:9])[CH:5]=[CH:6][CH:7]=1.[B:19]1([B:19]2[O:23][C:22]([CH3:25])([CH3:24])[C:21]([CH3:27])([CH3:26])[O:20]2)[O:23][C:22]([CH3:25])([CH3:24])[C:21]([CH3:27])([CH3:26])[O:20]1.C([O-])(=O)C.[K+]. (6) Given the product [F:1][C:2]([F:7])([F:6])[C:3]([OH:5])=[O:4].[F:8][C:9]([F:14])([F:13])[C:10]([OH:12])=[O:11].[Cl:22][C:23]1[CH:24]=[N:25][C:26]2[NH:27][C:28]3[CH:29]=[N:30][CH:31]=[C:32]([CH:54]=3)[CH2:33][CH2:34][C:35]3[CH:43]=[C:39]([NH:40][C:41]=1[N:42]=2)[CH:38]=[CH:37][C:36]=3[NH:44][C:45](=[O:53])[CH2:46][CH:47]1[CH2:52][CH2:51][N:50]([C:60]([C:59]2[O:55][N:56]=[CH:57][CH:58]=2)=[O:61])[CH2:49][CH2:48]1, predict the reactants needed to synthesize it. The reactants are: [F:1][C:2]([F:7])([F:6])[C:3]([OH:5])=[O:4].[F:8][C:9]([F:14])([F:13])[C:10]([OH:12])=[O:11].FC(F)(F)C(O)=O.[Cl:22][C:23]1[CH:24]=[N:25][C:26]2[NH:27][C:28]3[CH:29]=[N:30][CH:31]=[C:32]([CH:54]=3)[CH2:33][CH2:34][C:35]3[CH:43]=[C:39]([NH:40][C:41]=1[N:42]=2)[CH:38]=[CH:37][C:36]=3[NH:44][C:45](=[O:53])[CH2:46][CH:47]1[CH2:52][CH2:51][NH:50][CH2:49][CH2:48]1.[O:55]1[C:59]([C:60](Cl)=[O:61])=[CH:58][CH:57]=[N:56]1. (7) Given the product [CH:1]([C:3]1[S:7][C:6]([C:8]2[CH:16]=[CH:15][C:11]([C:12]([N:36]([CH3:37])[CH3:35])=[O:13])=[CH:10][CH:9]=2)=[CH:5][CH:4]=1)=[O:2], predict the reactants needed to synthesize it. The reactants are: [CH:1]([C:3]1[S:7][C:6]([C:8]2[CH:16]=[CH:15][C:11]([C:12](O)=[O:13])=[CH:10][CH:9]=2)=[CH:5][CH:4]=1)=[O:2].FC(F)(F)C(OC1C(F)=C(F)C(F)=C(F)C=1F)=O.[CH3:35][NH:36][CH3:37]. (8) Given the product [CH2:1]([O:3][C:4](=[O:12])[CH:5]([NH:13][CH2:14][CH2:15][CH2:16][CH:17]([CH2:22][CH2:23][CH2:24][NH:25][CH:6]([CH2:5][C:4]([O:3][CH2:1][CH3:2])=[O:12])[C:7]([O:9][CH2:10][CH3:11])=[O:8])[CH2:18][CH2:19][CH2:20][NH:21][CH:5]([CH2:6][C:7]([O:9][CH2:10][CH3:11])=[O:8])[C:4]([O:3][CH2:1][CH3:2])=[O:12])[CH2:6][C:7]([O:9][CH2:10][CH3:11])=[O:8])[CH3:2], predict the reactants needed to synthesize it. The reactants are: [CH2:1]([O:3][C:4](=[O:12])/[CH:5]=[CH:6]\[C:7]([O:9][CH2:10][CH3:11])=[O:8])[CH3:2].[NH2:13][CH2:14][CH2:15][CH2:16][CH:17]([CH2:22][CH2:23][CH2:24][NH2:25])[CH2:18][CH2:19][CH2:20][NH2:21].